This data is from Reaction yield outcomes from USPTO patents with 853,638 reactions. The task is: Predict the reaction yield, written as a fraction of the theoretical maximum amount of product (1.0 means a 100% yield; for example, 0.34 means a 34% yield). (1) The reactants are [C:1]([C:4]1[CH:11]=[CH:10][C:7]([CH:8]=[O:9])=[CH:6][CH:5]=1)([OH:3])=O.CN(C)C=O.S(Cl)(Cl)=O.[CH2:21]([NH:23][CH2:24][CH3:25])[CH3:22]. The catalyst is ClCCl.C(O)C. The product is [CH:8]([C:7]1[CH:10]=[CH:11][C:4]([C:1]([N:23]([CH2:24][CH3:25])[CH2:21][CH3:22])=[O:3])=[CH:5][CH:6]=1)=[O:9]. The yield is 0.320. (2) The reactants are [F:1][C:2]1[CH:7]=[CH:6][CH:5]=[C:4]([O:8][C:9]2[CH:14]=[CH:13][C:12]([CH2:15][CH2:16][CH3:17])=[CH:11][C:10]=2[O:18]C)[N:3]=1.B(Br)(Br)Br.[NH4+].[Cl-]. The catalyst is ClCCl. The product is [F:1][C:2]1[N:3]=[C:4]([O:8][C:9]2[CH:14]=[CH:13][C:12]([CH2:15][CH2:16][CH3:17])=[CH:11][C:10]=2[OH:18])[CH:5]=[CH:6][CH:7]=1. The yield is 0.380. (3) The reactants are [C:1]1(C)[CH:6]=CC(S(O)(=O)=O)=C[CH:2]=1.[CH3:12][C:13]1[CH:14]=[C:15]([C@H:22]([OH:25])[CH2:23][OH:24])[CH:16]=[CH:17][C:18]=1[N+:19]([O-:21])=[O:20].COC(OC)(C)C. The catalyst is O1CCCC1.C(OCC)(=O)C. The product is [CH3:2][C:1]1([CH3:6])[O:25][C@@H:22]([C:15]2[CH:16]=[CH:17][C:18]([N+:19]([O-:21])=[O:20])=[C:13]([CH3:12])[CH:14]=2)[CH2:23][O:24]1. The yield is 1.00. (4) The reactants are [Br:1][C:2]1[CH:7]=[CH:6][C:5]([C:8]2[CH:13]=[CH:12][C:11]([Cl:14])=[CH:10][CH:9]=2)=[CH:4][C:3]=1[CH:15]1[C:17]2([C:21](=[O:22])[C:20]([CH3:24])([CH3:23])[O:19][C:18]2([CH3:26])[CH3:25])[O:16]1.S(=O)(=O)(O)O. The catalyst is ClCCl. The product is [Br:1][C:2]1[CH:7]=[CH:6][C:5]([C:8]2[CH:9]=[CH:10][C:11]([Cl:14])=[CH:12][CH:13]=2)=[CH:4][C:3]=1[CH:15]1[C:21](=[O:22])[C:20]([CH3:23])([CH3:24])[O:19][C:18]([CH3:26])([CH3:25])[C:17]1=[O:16]. The yield is 0.850. (5) The reactants are [Cl:1][C:2]1[CH:3]=[C:4]2[C:9](=[CH:10][C:11]=1[O:12][C:13]1[CH:21]=[CH:20][C:16]([C:17](O)=[O:18])=[CH:15][CH:14]=1)[O:8][CH2:7][CH2:6][CH:5]2[C:22]([O:24][CH2:25][CH3:26])=[O:23].C(Cl)(=O)C(Cl)=O.[CH3:33][O:34][C:35]1[CH:40]=[C:39]([C:41]([F:44])([F:43])[F:42])[CH:38]=[CH:37][C:36]=1[CH2:45][CH2:46][NH2:47].CCN(C(C)C)C(C)C. The catalyst is ClCCl.CN(C=O)C. The product is [Cl:1][C:2]1[CH:3]=[C:4]2[C:9](=[CH:10][C:11]=1[O:12][C:13]1[CH:21]=[CH:20][C:16]([C:17](=[O:18])[NH:47][CH2:46][CH2:45][C:36]3[CH:37]=[CH:38][C:39]([C:41]([F:43])([F:44])[F:42])=[CH:40][C:35]=3[O:34][CH3:33])=[CH:15][CH:14]=1)[O:8][CH2:7][CH2:6][CH:5]2[C:22]([O:24][CH2:25][CH3:26])=[O:23]. The yield is 0.581. (6) The reactants are [CH2:1]([O:4]C(=O)NC1CC(=O)OC1OC1CCCC1)[CH:2]=C.[O:20]=[C:21]1[O:25][CH:24]([O:26][CH2:27][CH2:28][C:29]2C=CC=[CH:31][CH:30]=2)[CH:23]([NH:35][C:36]([CH:38]2[CH2:42][CH2:41][CH2:40][N:39]2[C:43](=[O:57])[CH:44]([NH:46][C:47](=[O:56])[C:48]2[CH:53]=[CH:52][C:51]([NH2:54])=[C:50]([Cl:55])[CH:49]=2)[CH3:45])=[O:37])[CH2:22]1. No catalyst specified. The product is [CH:27]1([O:26][CH:24]2[CH:23]([NH:35][C:36]([CH:38]3[CH2:42][CH2:41][CH2:40][N:39]3[C:43](=[O:57])[CH:44]([NH:46][C:47](=[O:56])[C:48]3[CH:53]=[CH:52][C:51]([NH:54][C:1](=[O:4])[CH3:2])=[C:50]([Cl:55])[CH:49]=3)[CH3:45])=[O:37])[CH2:22][C:21](=[O:20])[O:25]2)[CH2:31][CH2:30][CH2:29][CH2:28]1. The yield is 0.690. (7) The product is [C:26]([C:21]1[CH:22]=[CH:23][CH:24]=[CH:25][C:20]=1[N:18]([CH3:19])[C:17]([CH2:16][O:15][C:13]1[C:12]2[C:7](=[CH:8][C:9]([Cl:32])=[CH:10][C:11]=2[Cl:31])[CH:6]=[C:5]([C:3]([OH:4])=[O:2])[CH:14]=1)=[O:30])([OH:28])=[O:27]. The yield is 0.710. The reactants are C[O:2][C:3]([C:5]1[CH:14]=[C:13]([O:15][CH2:16][C:17](=[O:30])[N:18]([C:20]2[CH:25]=[CH:24][CH:23]=[CH:22][C:21]=2[C:26]([O:28]C)=[O:27])[CH3:19])[C:12]2[C:7](=[CH:8][C:9]([Cl:32])=[CH:10][C:11]=2[Cl:31])[CH:6]=1)=[O:4].[Li+].[OH-]. No catalyst specified. (8) The reactants are [Cl:1][C:2]1[CH:15]=[CH:14][C:13]([Cl:16])=[CH:12][C:3]=1[CH2:4][O:5][C:6]1([C:9]([OH:11])=O)[CH2:8][CH2:7]1.[CH3:17][O:18][C:19]1[CH:26]=[CH:25][CH:24]=[CH:23][C:20]=1[NH:21][CH3:22].CN(C(ON1N=NC2C=CC=NC1=2)=[N+](C)C)C.F[P-](F)(F)(F)(F)F.CCN(C(C)C)C(C)C. The catalyst is CC#N. The product is [Cl:1][C:2]1[CH:15]=[CH:14][C:13]([Cl:16])=[CH:12][C:3]=1[CH2:4][O:5][C:6]1([C:9]([N:21]([C:20]2[CH:23]=[CH:24][CH:25]=[CH:26][C:19]=2[O:18][CH3:17])[CH3:22])=[O:11])[CH2:7][CH2:8]1. The yield is 0.520. (9) The reactants are [C:1]([O:8][CH3:9])(=[O:7])/[CH:2]=[CH:3]\[C:4]([OH:6])=[O:5].C(O)(=O)/C=C\C(O)=O.[BrH:18].C(O)(=O)C. No catalyst specified. The product is [Br:18][CH:2]([CH2:3][C:4]([OH:6])=[O:5])[C:1]([O:8][CH3:9])=[O:7]. The yield is 0.818. (10) The product is [NH2:1][C:2]1[N:3]=[C:4]([NH:13][CH2:14][CH2:15][OH:16])[S:5][C:6]=1[C:7]#[N:8]. The yield is 0.500. The reactants are [NH2:1][C:2]1[N:3]=[C:4](S(C)(=O)=O)[S:5][C:6]=1[C:7]#[N:8].[NH2:13][CH2:14][CH2:15][OH:16]. The catalyst is CS(C)=O.